Dataset: Forward reaction prediction with 1.9M reactions from USPTO patents (1976-2016). Task: Predict the product of the given reaction. (1) Given the reactants [OH-].[Na+].CO.C([O:7][C:8]([C:10]1[C:14]([C:15]2[CH:20]=[CH:19][CH:18]=[CH:17][CH:16]=2)=[CH:13][S:12][C:11]=1[N:21]1[C:29](=[O:30])[C:28]2[C:23](=[CH:24][CH:25]=[CH:26][CH:27]=2)[C:22]1=[O:31])=[O:9])C.Cl, predict the reaction product. The product is: [O:30]=[C:29]1[C:28]2[C:23](=[CH:24][CH:25]=[CH:26][CH:27]=2)[C:22](=[O:31])[N:21]1[C:11]1[S:12][CH:13]=[C:14]([C:15]2[CH:16]=[CH:17][CH:18]=[CH:19][CH:20]=2)[C:10]=1[C:8]([OH:9])=[O:7]. (2) Given the reactants Cl.Cl.[Br:3][C:4]1[CH:9]=[CH:8][C:7]([C@@H:10]([NH:12][CH2:13][CH2:14][CH2:15][CH:16]([C:18]2[CH:23]=[CH:22][CH:21]=[CH:20][CH:19]=2)[NH2:17])[CH3:11])=[CH:6][CH:5]=1.CCN(C(C)C)C(C)C.Cl[C:34](Cl)([O:36]C(=O)OC(Cl)(Cl)Cl)Cl, predict the reaction product. The product is: [Br:3][C:4]1[CH:5]=[CH:6][C:7]([C@@H:10]([N:12]2[CH2:13][CH2:14][CH2:15][CH:16]([C:18]3[CH:19]=[CH:20][CH:21]=[CH:22][CH:23]=3)[NH:17][C:34]2=[O:36])[CH3:11])=[CH:8][CH:9]=1. (3) Given the reactants C([C:4]1[CH:5]=[C:6]([O:12][CH3:13])[C:7]([F:11])=[C:8]([F:10])[CH:9]=1)C=C.[C:14]([OH:17])(=[O:16])[CH3:15].O=[O+][O-].O=O, predict the reaction product. The product is: [F:10][C:8]1[CH:9]=[C:4]([CH2:15][C:14]([OH:17])=[O:16])[CH:5]=[C:6]([O:12][CH3:13])[C:7]=1[F:11].